The task is: Predict the reactants needed to synthesize the given product.. This data is from Full USPTO retrosynthesis dataset with 1.9M reactions from patents (1976-2016). (1) Given the product [CH:1]1([N:6]2[CH2:12][C:11]([F:14])([CH3:13])[C:10](=[O:15])[N:9]([CH3:16])[C:8]3[CH:17]=[N:18][C:19]([NH:21][C:22]4[CH:30]=[CH:29][C:25]([C:26]([NH:40][CH:37]5[CH2:38][CH2:39][N:34]([CH3:33])[CH2:35][CH2:36]5)=[O:27])=[CH:24][C:23]=4[O:31][CH3:32])=[N:20][C:7]2=3)[CH2:2][CH2:3][CH2:4][CH2:5]1, predict the reactants needed to synthesize it. The reactants are: [CH:1]1([N:6]2[CH2:12][C:11]([F:14])([CH3:13])[C:10](=[O:15])[N:9]([CH3:16])[C:8]3[CH:17]=[N:18][C:19]([NH:21][C:22]4[CH:30]=[CH:29][C:25]([C:26](O)=[O:27])=[CH:24][C:23]=4[O:31][CH3:32])=[N:20][C:7]2=3)[CH2:5][CH2:4][CH2:3][CH2:2]1.[CH3:33][N:34]1[CH2:39][CH2:38][CH:37]([NH2:40])[CH2:36][CH2:35]1.CN(C(ON1N=NC2C=CC=NC1=2)=[N+](C)C)C.F[P-](F)(F)(F)(F)F. (2) Given the product [CH3:22][O:20][C:19](=[O:21])[CH2:18][C:8]1[N:6]2[CH:7]=[C:2]([CH3:1])[CH:3]=[CH:4][C:5]2=[N:10][C:9]=1[C:11]1[CH:16]=[CH:15][C:14]([CH3:17])=[CH:13][CH:12]=1, predict the reactants needed to synthesize it. The reactants are: [CH3:1][C:2]1[CH:3]=[CH:4][C:5]2[N:6]([C:8]([CH2:18][C:19]([OH:21])=[O:20])=[C:9]([C:11]3[CH:16]=[CH:15][C:14]([CH3:17])=[CH:13][CH:12]=3)[N:10]=2)[CH:7]=1.[CH3:22]O. (3) Given the product [O-:25][S:22]([C:21]([F:34])([F:33])[F:20])(=[O:24])=[O:23].[Cl:10][CH2:9][S+:7]([C:12]1[CH:13]=[CH:14][CH:15]=[CH:16][C:11]=1[CH:17]([CH3:19])[CH3:18])[C:1]1[CH:6]=[CH:5][CH:4]=[CH:3][CH:2]=1, predict the reactants needed to synthesize it. The reactants are: [C:1]1([S:7]([CH2:9][Cl:10])=O)[CH:6]=[CH:5][CH:4]=[CH:3][CH:2]=1.[C:11]1([CH:17]([CH3:19])[CH3:18])[CH:16]=[CH:15][CH:14]=[CH:13][CH:12]=1.[F:20][C:21]([F:34])([F:33])[S:22]([O:25]S(C(F)(F)F)(=O)=O)(=[O:24])=[O:23].